From a dataset of Reaction yield outcomes from USPTO patents with 853,638 reactions. Predict the reaction yield, written as a fraction of the theoretical maximum amount of product (1.0 means a 100% yield; for example, 0.34 means a 34% yield). (1) The reactants are [C:1]1([P:7]([C:20]2[CH:25]=[CH:24][CH:23]=[CH:22][CH:21]=2)([C:9]2[CH:10]=[CH:11][CH:12]=[C:13]3[C:18]=2[NH:17][CH:16]([CH3:19])[CH2:15][CH2:14]3)=O)[CH:6]=[CH:5][CH:4]=[CH:3][CH:2]=1.CCN(CC)CC.Cl[SiH](Cl)Cl.[OH-].[Na+]. The catalyst is C(Cl)Cl. The product is [C:20]1([P:7]([C:1]2[CH:2]=[CH:3][CH:4]=[CH:5][CH:6]=2)[C:9]2[CH:10]=[CH:11][CH:12]=[C:13]3[C:18]=2[NH:17][CH:16]([CH3:19])[CH2:15][CH2:14]3)[CH:21]=[CH:22][CH:23]=[CH:24][CH:25]=1. The yield is 0.800. (2) The reactants are [Li]CCCC.N(C(C)C)C(C)C.[CH:13]1([C:16]([O:18][C:19]([CH3:22])([CH3:21])[CH3:20])=[O:17])[CH2:15][CH2:14]1.Br[CH2:24][CH2:25][CH2:26][CH2:27][Cl:28].[NH4+].[Cl-]. The catalyst is C1COCC1. The product is [Cl:28][CH2:27][CH2:26][CH2:25][CH2:24][C:13]1([C:16]([O:18][C:19]([CH3:22])([CH3:21])[CH3:20])=[O:17])[CH2:15][CH2:14]1. The yield is 0.520. (3) The product is [C:15]1([C:14]2[NH:1][C:2]3[CH:7]=[C:6]([S:9]([OH:11])(=[O:13])=[O:10])[CH:5]=[CH:4][C:3]=3[N:8]=2)[CH:20]=[CH:19][CH:18]=[CH:17][CH:16]=1. The yield is 0.490. The reactants are [NH2:1][C:2]1[CH:7]=[CH:6][CH:5]=[CH:4][C:3]=1[NH2:8].[S:9](=[O:13])(=O)([OH:11])[OH:10].[C:14](O)(=O)[C:15]1[CH:20]=[CH:19][CH:18]=[CH:17][CH:16]=1. No catalyst specified.